From a dataset of Catalyst prediction with 721,799 reactions and 888 catalyst types from USPTO. Predict which catalyst facilitates the given reaction. (1) Reactant: [Cl:1][C:2]1[C:3]([O:30][CH:31]([CH3:33])[CH3:32])=[CH:4][C:5]2[O:10][CH:9]([C:11]([N:13]3[CH2:18][CH2:17][C:16]([CH2:21][C:22]4[CH:27]=[CH:26][C:25]([F:28])=[CH:24][CH:23]=4)([C:19]#[N:20])[CH2:15][CH2:14]3)=[O:12])[CH2:8][NH:7][C:6]=2[CH:29]=1.Br[CH2:35][C:36]([O:38][CH3:39])=[O:37]. Product: [CH3:39][O:38][C:36](=[O:37])[CH2:35][N:7]1[C:6]2[CH:29]=[C:2]([Cl:1])[C:3]([O:30][CH:31]([CH3:33])[CH3:32])=[CH:4][C:5]=2[O:10][CH:9]([C:11]([N:13]2[CH2:14][CH2:15][C:16]([C:19]#[N:20])([CH2:21][C:22]3[CH:23]=[CH:24][C:25]([F:28])=[CH:26][CH:27]=3)[CH2:17][CH2:18]2)=[O:12])[CH2:8]1. The catalyst class is: 3. (2) Product: [CH2:1]([O:8][C:9]1[CH:18]=[C:17]2[C:12]([CH:13]=[CH:14][C:15]([OH:19])=[C:16]2[Br:38])=[CH:11][C:10]=1[C:20]1[N:21]=[N:22][C:23]([N:26]([CH3:37])[CH:27]2[CH2:32][C:31]([CH3:33])([CH3:34])[NH:30][C:29]([CH3:36])([CH3:35])[CH2:28]2)=[CH:24][CH:25]=1)[C:2]1[CH:3]=[CH:4][CH:5]=[CH:6][CH:7]=1. Reactant: [CH2:1]([O:8][C:9]1[CH:18]=[C:17]2[C:12]([CH:13]=[CH:14][C:15]([OH:19])=[CH:16]2)=[CH:11][C:10]=1[C:20]1[N:21]=[N:22][C:23]([N:26]([CH3:37])[CH:27]2[CH2:32][C:31]([CH3:34])([CH3:33])[NH:30][C:29]([CH3:36])([CH3:35])[CH2:28]2)=[CH:24][CH:25]=1)[C:2]1[CH:7]=[CH:6][CH:5]=[CH:4][CH:3]=1.[Br:38]N1C(=O)CCC1=O. The catalyst class is: 3.